This data is from Reaction yield outcomes from USPTO patents with 853,638 reactions. The task is: Predict the reaction yield, written as a fraction of the theoretical maximum amount of product (1.0 means a 100% yield; for example, 0.34 means a 34% yield). (1) The reactants are [CH:1]([N:14]1[CH2:17][CH:16](OS(C)(=O)=O)[CH2:15]1)([C:8]1[CH:13]=[CH:12][CH:11]=[CH:10][CH:9]=1)[C:2]1[CH:7]=[CH:6][CH:5]=[CH:4][CH:3]=1.O.[C-:24]#[N:25].[Na+].C(=O)([O-])[O-].[Na+].[Na+]. The catalyst is CN(C)C=O.C(OCC)(=O)C. The product is [CH:1]([N:14]1[CH2:17][CH:16]([C:24]#[N:25])[CH2:15]1)([C:8]1[CH:13]=[CH:12][CH:11]=[CH:10][CH:9]=1)[C:2]1[CH:7]=[CH:6][CH:5]=[CH:4][CH:3]=1. The yield is 0.923. (2) The yield is 0.760. The product is [C:1]([C:5]1[CH:17]=[CH:16][C:8]([CH2:9][N:10]2[CH2:14][CH2:13][O:12][S:11]2(=[O:18])=[O:15])=[CH:7][CH:6]=1)([CH3:4])([CH3:2])[CH3:3]. The reactants are [C:1]([C:5]1[CH:17]=[CH:16][C:8]([CH2:9][N:10]2[CH2:14][CH2:13][O:12][S:11]2=[O:15])=[CH:7][CH:6]=1)([CH3:4])([CH3:3])[CH3:2].[OH2:18]. The catalyst is C(Cl)Cl.C(#N)C. (3) The reactants are [CH2:1]([O:8][C:9]1[CH:10]=[C:11]([C:15]([CH3:19])([CH3:18])[CH:16]=O)[CH:12]=[CH:13][CH:14]=1)[C:2]1[CH:7]=[CH:6][CH:5]=[CH:4][CH:3]=1.[N:20]1C=CC=[CH:22][CH:21]=1.C([O-])(=O)C.[NH4+].C(CC(O)=O)#N. The catalyst is C1(C)C=CC=CC=1.C(OCC)(=O)C. The product is [CH2:1]([O:8][C:9]1[CH:10]=[C:11]([C:15]([CH3:19])([CH3:18])/[CH:16]=[CH:22]/[C:21]#[N:20])[CH:12]=[CH:13][CH:14]=1)[C:2]1[CH:7]=[CH:6][CH:5]=[CH:4][CH:3]=1. The yield is 0.910. (4) The reactants are C1(P(C2C=CC=CC=2)C2C=CC=CC=2)C=CC=CC=1.[Br:20][CH2:21][CH2:22][OH:23].[Cl:24][C:25]1[CH:46]=[CH:45][CH:44]=[C:43]([Cl:47])[C:26]=1[C:27]([NH:29][C@H:30]([C:39]([O:41][CH3:42])=[O:40])[CH2:31][C:32]1[CH:37]=[CH:36][C:35](O)=[CH:34][CH:33]=1)=[O:28]. The catalyst is C(Cl)Cl. The product is [Br:20][CH2:21][CH2:22][O:23][C:35]1[CH:36]=[CH:37][C:32]([CH2:31][C@@H:30]([C:39]([O:41][CH3:42])=[O:40])[NH:29][C:27](=[O:28])[C:26]2[C:43]([Cl:47])=[CH:44][CH:45]=[CH:46][C:25]=2[Cl:24])=[CH:33][CH:34]=1. The yield is 0.650. (5) The yield is 0.770. The reactants are [F:1][C:2]1[C:21]([NH:22][C:23]([NH:25][C:26]2[CH:31]=[CH:30][N:29]=[C:28]([CH3:32])[CH:27]=2)=[O:24])=[CH:20][CH:19]=[CH:18][C:3]=1[CH2:4][N:5]1[CH2:10][CH2:9][N:8]([C:11]([O:13][C:14](C)(C)C)=[O:12])[CH2:7][CH2:6]1.Cl.CCN(CC)CC.ClC(OC)=O. The product is [F:1][C:2]1[C:21]([NH:22][C:23]([NH:25][C:26]2[CH:31]=[CH:30][N:29]=[C:28]([CH3:32])[CH:27]=2)=[O:24])=[CH:20][CH:19]=[CH:18][C:3]=1[CH2:4][N:5]1[CH2:10][CH2:9][N:8]([C:11]([O:13][CH3:14])=[O:12])[CH2:7][CH2:6]1. The catalyst is CO.C(Cl)Cl.